This data is from Peptide-MHC class II binding affinity with 134,281 pairs from IEDB. The task is: Regression. Given a peptide amino acid sequence and an MHC pseudo amino acid sequence, predict their binding affinity value. This is MHC class II binding data. (1) The peptide sequence is SQDLELGWNLNGLQAY. The MHC is DRB1_1302 with pseudo-sequence DRB1_1302. The binding affinity (normalized) is 0.641. (2) The peptide sequence is LQLIRLAASLQHYGL. The MHC is HLA-DQA10501-DQB10301 with pseudo-sequence HLA-DQA10501-DQB10301. The binding affinity (normalized) is 0.559. (3) The peptide sequence is DPMVQIPRLVANNTR. The MHC is HLA-DPA10201-DPB11401 with pseudo-sequence HLA-DPA10201-DPB11401. The binding affinity (normalized) is 0.0548. (4) The peptide sequence is EMGANFKADRVIDPR. The MHC is DRB4_0101 with pseudo-sequence DRB4_0103. The binding affinity (normalized) is 0.0586.